Dataset: Forward reaction prediction with 1.9M reactions from USPTO patents (1976-2016). Task: Predict the product of the given reaction. (1) Given the reactants Br[C:2]1[CH:11]=[CH:10][C:5]2[C:6](=[O:9])[O:7][CH2:8][C:4]=2[C:3]=1[CH3:12].[CH2:13](O)[CH3:14], predict the reaction product. The product is: [CH:13]([C:2]1[CH:11]=[CH:10][C:5]2[C:6](=[O:9])[O:7][CH2:8][C:4]=2[C:3]=1[CH3:12])=[CH2:14]. (2) Given the reactants [Br:1][C:2]1[N:3]=[C:4]([C@@H:12]2[CH2:16][CH2:15][CH2:14][N:13]2[C:17]([O:19][CH2:20][C:21]2[CH:26]=[CH:25][CH:24]=[CH:23][CH:22]=2)=[O:18])[N:5]2[CH:10]=[CH:9][N:8]=[C:7](Cl)[C:6]=12.[NH3:27], predict the reaction product. The product is: [NH2:27][C:7]1[C:6]2[N:5]([C:4]([C@@H:12]3[CH2:16][CH2:15][CH2:14][N:13]3[C:17]([O:19][CH2:20][C:21]3[CH:26]=[CH:25][CH:24]=[CH:23][CH:22]=3)=[O:18])=[N:3][C:2]=2[Br:1])[CH:10]=[CH:9][N:8]=1. (3) Given the reactants [NH:1]([C:3]([CH:5]1[CH2:10][CH2:9][N:8]([C:11](OC(C)(C)C)=O)[CH2:7][CH2:6]1)=O)[NH2:2].[N:18]1[CH:23]=[CH:22][CH:21]=[CH:20][C:19]=1[C:24]#[N:25].[C:26]1([C:32]2[C:33]([C:47]3[CH:54]=[CH:53][C:50](C=O)=[CH:49][CH:48]=3)=[N:34][C:35]3[N:36]([N:38]=[CH:39][C:40]=3[C:41]#[C:42][Si:43]([CH3:46])([CH3:45])[CH3:44])[CH:37]=2)[CH:31]=[CH:30][CH:29]=[CH:28][CH:27]=1.[BH-](OC(C)=O)(OC(C)=O)OC(C)=O.[Na+], predict the reaction product. The product is: [C:26]1([C:32]2[C:33]([C:47]3[CH:48]=[CH:49][C:50]([CH2:11][N:8]4[CH2:7][CH2:6][CH:5]([C:3]5[N:25]=[C:24]([C:19]6[CH:20]=[CH:21][CH:22]=[CH:23][N:18]=6)[NH:2][N:1]=5)[CH2:10][CH2:9]4)=[CH:53][CH:54]=3)=[N:34][C:35]3[N:36]([N:38]=[CH:39][C:40]=3[C:41]#[C:42][Si:43]([CH3:44])([CH3:45])[CH3:46])[CH:37]=2)[CH:31]=[CH:30][CH:29]=[CH:28][CH:27]=1. (4) Given the reactants Br[C:2]1[CH:3]=[C:4]([CH:28]=[C:29]([C:31]([F:34])([F:33])[F:32])[CH:30]=1)[CH2:5][O:6][CH2:7][C:8]1([C:21]2[CH:26]=[CH:25][CH:24]=[CH:23][C:22]=2[F:27])[CH2:13][CH2:12][N:11]([C:14]([O:16][C:17]([CH3:20])([CH3:19])[CH3:18])=[O:15])[CH2:10][CH2:9]1.[C:35]([C:37]1[CH:42]=[CH:41][C:40](B(O)O)=[CH:39][CH:38]=1)#[N:36].[OH-].[K+].CO, predict the reaction product. The product is: [C:35]([C:37]1[CH:42]=[CH:41][C:40]([C:2]2[CH:30]=[C:29]([C:31]([F:33])([F:34])[F:32])[CH:28]=[C:4]([CH2:5][O:6][CH2:7][C:8]3([C:21]4[CH:26]=[CH:25][CH:24]=[CH:23][C:22]=4[F:27])[CH2:9][CH2:10][N:11]([C:14]([O:16][C:17]([CH3:18])([CH3:20])[CH3:19])=[O:15])[CH2:12][CH2:13]3)[CH:3]=2)=[CH:39][CH:38]=1)#[N:36]. (5) Given the reactants C(OC([N:8]1[CH2:14][CH2:13][CH2:12][N:11]([C:15]2[CH:16]=[C:17]3[C:22](=[CH:23][CH:24]=2)[N:21]=[C:20]([C:25]2[CH:30]=[CH:29][CH:28]=[C:27]([O:31][CH3:32])[CH:26]=2)[N:19]([CH2:33][C:34](=[O:39])[NH:35][CH:36]([CH3:38])[CH3:37])[C:18]3=[O:40])[CH2:10][CH2:9]1)=O)(C)(C)C, predict the reaction product. The product is: [CH:36]([NH:35][C:34](=[O:39])[CH2:33][N:19]1[C:18](=[O:40])[C:17]2[C:22](=[CH:23][CH:24]=[C:15]([N:11]3[CH2:12][CH2:13][CH2:14][NH:8][CH2:9][CH2:10]3)[CH:16]=2)[N:21]=[C:20]1[C:25]1[CH:30]=[CH:29][CH:28]=[C:27]([O:31][CH3:32])[CH:26]=1)([CH3:38])[CH3:37]. (6) Given the reactants [CH3:1][N:2]1[C:10]([CH2:11][O:12][C:13]([C:26]2[CH:31]=[CH:30][CH:29]=[CH:28][CH:27]=2)([C:20]2[CH:25]=[CH:24][CH:23]=[CH:22][CH:21]=2)[C:14]2[CH:19]=[CH:18][CH:17]=[CH:16][CH:15]=2)=[C:9]2[C:4]([CH:5]=[C:6]([N+:32]([O-])=O)[CH:7]=[CH:8]2)=[N:3]1.[H-].[H-].[H-].[H-].[Li+].[Al+3], predict the reaction product. The product is: [CH3:1][N:2]1[C:10]([CH2:11][O:12][C:13]([C:26]2[CH:31]=[CH:30][CH:29]=[CH:28][CH:27]=2)([C:20]2[CH:21]=[CH:22][CH:23]=[CH:24][CH:25]=2)[C:14]2[CH:19]=[CH:18][CH:17]=[CH:16][CH:15]=2)=[C:9]2[C:4]([CH:5]=[C:6]([NH2:32])[CH:7]=[CH:8]2)=[N:3]1. (7) Given the reactants [CH3:1][S:2](Cl)(=[O:4])=[O:3].[N:6]1[CH:11]=[CH:10][C:9]([C:12]2[N:16]=[C:15]([CH2:17][OH:18])[O:14][N:13]=2)=[CH:8][CH:7]=1.C(N(CC)CC)C.O, predict the reaction product. The product is: [N:6]1[CH:7]=[CH:8][C:9]([C:12]2[N:16]=[C:15]([CH2:17][O:18][S:2]([CH3:1])(=[O:4])=[O:3])[O:14][N:13]=2)=[CH:10][CH:11]=1. (8) Given the reactants [CH2:1]([NH:3][C:4]1[C:5]([NH2:11])=[CH:6][C:7]([F:10])=[CH:8][CH:9]=1)[CH3:2].[N:12]#[C:13]Br.[NH4+].[OH-], predict the reaction product. The product is: [CH2:1]([N:3]1[C:4]2[CH:9]=[CH:8][C:7]([F:10])=[CH:6][C:5]=2[N:11]=[C:13]1[NH2:12])[CH3:2].